Task: Predict the product of the given reaction.. Dataset: Forward reaction prediction with 1.9M reactions from USPTO patents (1976-2016) (1) Given the reactants [F:1][C:2]1[CH:3]=[C:4]([C:9]2[CH:14]=[CH:13][C:12]([C:15]([NH:17][C@H:18]([C:31]([O:33]CC3C=CC=CC=3)=[O:32])[CH2:19][CH2:20][C:21]([O:23]CC3C=CC=CC=3)=[O:22])=[O:16])=[C:11]([NH:41][C:42]([NH:44][C:45]3[C:50]([CH3:51])=[CH:49][C:48]([CH3:52])=[CH:47][C:46]=3[CH3:53])=[O:43])[CH:10]=2)[CH:5]=[CH:6][C:7]=1[F:8].[H][H], predict the reaction product. The product is: [F:1][C:2]1[CH:3]=[C:4]([C:9]2[CH:14]=[CH:13][C:12]([C:15]([NH:17][C@H:18]([C:31]([OH:33])=[O:32])[CH2:19][CH2:20][C:21]([OH:23])=[O:22])=[O:16])=[C:11]([NH:41][C:42]([NH:44][C:45]3[C:50]([CH3:51])=[CH:49][C:48]([CH3:52])=[CH:47][C:46]=3[CH3:53])=[O:43])[CH:10]=2)[CH:5]=[CH:6][C:7]=1[F:8]. (2) Given the reactants [C:1]([C:10]1[CH:28]=[CH:27][C:13]([O:14][CH:15]([CH2:21][CH2:22][CH2:23][CH2:24][CH2:25][CH3:26])[C:16]([O:18]CC)=[O:17])=[CH:12][CH:11]=1)(=[O:9])[CH2:2][CH2:3][CH2:4][CH2:5][CH2:6][CH2:7][CH3:8].[OH-].[Li+], predict the reaction product. The product is: [C:1]([C:10]1[CH:28]=[CH:27][C:13]([O:14][CH:15]([CH2:21][CH2:22][CH2:23][CH2:24][CH2:25][CH3:26])[C:16]([OH:18])=[O:17])=[CH:12][CH:11]=1)(=[O:9])[CH2:2][CH2:3][CH2:4][CH2:5][CH2:6][CH2:7][CH3:8]. (3) Given the reactants [Br:1][C:2]1[CH:3]=[CH:4][C:5]([CH3:17])=[C:6]([N:8](C)[C:9](=O)OC(C)(C)C)[CH:7]=1.FC(F)(F)C(O)=O, predict the reaction product. The product is: [Br:1][C:2]1[CH:3]=[CH:4][C:5]([CH3:17])=[C:6]([CH:7]=1)[NH:8][CH3:9]. (4) Given the reactants Br[C:2]1[CH:7]=[CH:6][C:5]2[C:8]3[CH2:9][N:10]([C:15]([O:17][C:18]([CH3:21])([CH3:20])[CH3:19])=[O:16])[CH2:11][CH2:12][C:13]=3[O:14][C:4]=2[CH:3]=1.[Cl:22][C:23]1[CH:37]=[CH:36][C:26]([CH2:27][CH2:28][N:29]2[CH2:34][CH2:33][NH:32][C:31](=[O:35])[CH2:30]2)=[CH:25][CH:24]=1, predict the reaction product. The product is: [Cl:22][C:23]1[CH:24]=[CH:25][C:26]([CH2:27][CH2:28][N:29]2[CH2:34][CH2:33][N:32]([C:2]3[CH:7]=[CH:6][C:5]4[C:8]5[CH2:9][N:10]([C:15]([O:17][C:18]([CH3:21])([CH3:20])[CH3:19])=[O:16])[CH2:11][CH2:12][C:13]=5[O:14][C:4]=4[CH:3]=3)[C:31](=[O:35])[CH2:30]2)=[CH:36][CH:37]=1.